From a dataset of Forward reaction prediction with 1.9M reactions from USPTO patents (1976-2016). Predict the product of the given reaction. (1) Given the reactants [Cl:1][C:2]1[NH:3][CH:4]=[C:5]([N+:7]([O-:9])=[O:8])[N:6]=1.S(C1C=CC(C)=CC=1)(O[CH2:14][C@@H:15]1[O:17][CH2:16]1)(=O)=O.C(=O)([O-])O.[Na+], predict the reaction product. The product is: [Cl:1][C:2]1[N:3]([CH2:14][C@@H:15]2[CH2:16][O:17]2)[CH:4]=[C:5]([N+:7]([O-:9])=[O:8])[N:6]=1. (2) Given the reactants [NH:1]1[CH2:6][CH2:5][O:4][CH2:3][CH2:2]1.C(=O)([O-])[O-].[Na+].[Na+].[I-].[Na+].[Cl:15][CH2:16][CH2:17][CH2:18][C:19]([C:21]1[CH:26]=[CH:25][C:24]([F:27])=[CH:23][CH:22]=1)=[O:20], predict the reaction product. The product is: [ClH:15].[F:27][C:24]1[CH:23]=[CH:22][C:21]([C:19](=[O:20])[CH2:18][CH2:17][CH2:16][N:1]2[CH2:6][CH2:5][O:4][CH2:3][CH2:2]2)=[CH:26][CH:25]=1. (3) Given the reactants [NH2:1][CH:2]1[CH2:5][N:4]([C:6]2[CH:15]=[CH:14][C:13]3[C:12]([C:16]([NH:18][CH2:19]C4CCCCC4)=[O:17])=[C:11]([Cl:26])[CH:10]=[CH:9][C:8]=3[N:7]=2)[CH2:3]1.[C:27]([O:31]CC)(=[O:30])[CH:28]=[CH2:29].[OH-].[Na+].Cl, predict the reaction product. The product is: [Cl:26][C:11]1[C:12]([C:16]([NH:18][CH2:19][CH2:16][CH:12]2[CH2:13][CH2:8][CH2:9][CH2:10][CH2:11]2)=[O:17])=[C:13]2[C:8](=[CH:9][CH:10]=1)[N:7]=[C:6]([N:4]1[CH2:5][CH:2]([NH:1][CH2:29][CH2:28][C:27]([OH:31])=[O:30])[CH2:3]1)[CH:15]=[CH:14]2. (4) Given the reactants [NH2:1][C:2]1[CH:3]=[C:4]([CH:8]=[C:9]([N+:11]([O-:13])=[O:12])[CH:10]=1)[C:5]([OH:7])=[O:6].O=S(Cl)Cl.[CH3:18]O, predict the reaction product. The product is: [CH3:18][O:6][C:5](=[O:7])[C:4]1[CH:8]=[C:9]([N+:11]([O-:13])=[O:12])[CH:10]=[C:2]([NH2:1])[CH:3]=1.